Dataset: NCI-60 drug combinations with 297,098 pairs across 59 cell lines. Task: Regression. Given two drug SMILES strings and cell line genomic features, predict the synergy score measuring deviation from expected non-interaction effect. (1) Drug 1: CC=C1C(=O)NC(C(=O)OC2CC(=O)NC(C(=O)NC(CSSCCC=C2)C(=O)N1)C(C)C)C(C)C. Drug 2: CS(=O)(=O)CCNCC1=CC=C(O1)C2=CC3=C(C=C2)N=CN=C3NC4=CC(=C(C=C4)OCC5=CC(=CC=C5)F)Cl. Cell line: SF-539. Synergy scores: CSS=57.1, Synergy_ZIP=-4.84, Synergy_Bliss=-7.00, Synergy_Loewe=-63.0, Synergy_HSA=-5.63. (2) Drug 2: CN(C(=O)NC(C=O)C(C(C(CO)O)O)O)N=O. Drug 1: C1C(C(OC1N2C=NC3=C(N=C(N=C32)Cl)N)CO)O. Cell line: A549. Synergy scores: CSS=6.51, Synergy_ZIP=2.94, Synergy_Bliss=1.28, Synergy_Loewe=-34.8, Synergy_HSA=-0.585.